Dataset: Aqueous solubility values for 9,982 compounds from the AqSolDB database. Task: Regression/Classification. Given a drug SMILES string, predict its absorption, distribution, metabolism, or excretion properties. Task type varies by dataset: regression for continuous measurements (e.g., permeability, clearance, half-life) or binary classification for categorical outcomes (e.g., BBB penetration, CYP inhibition). For this dataset (solubility_aqsoldb), we predict Y. (1) The drug is COCC(C)C. The Y is -0.901 log mol/L. (2) The drug is Fc1ccccc1CCl. The Y is -2.54 log mol/L.